Dataset: Catalyst prediction with 721,799 reactions and 888 catalyst types from USPTO. Task: Predict which catalyst facilitates the given reaction. (1) Reactant: [NH2:1][C:2]1[C:6]([Br:7])=[CH:5][NH:4][N:3]=1.CO[CH:10](OC)[CH2:11][CH:12](OC)OC.O. Product: [Br:7][C:6]1[CH:5]=[N:4][N:3]2[CH:12]=[CH:11][CH:10]=[N:1][C:2]=12. The catalyst class is: 15. (2) Reactant: C1N=CN(C(N2C=NC=C2)=O)C=1.[C:13]1([N:19]2[C:27]3[CH2:26][CH2:25][CH2:24][CH:23]([CH2:28][C:29]([OH:31])=O)[C:22]=3[CH:21]=[N:20]2)[CH:18]=[CH:17][CH:16]=[CH:15][CH:14]=1.[NH:32]1[CH2:38][CH2:37][CH2:36][CH2:35][CH2:34][CH2:33]1. Product: [C:13]1([N:19]2[C:27]3[CH2:26][CH2:25][CH2:24][CH:23]([CH2:28][C:29]([N:32]4[CH2:38][CH2:37][CH2:36][CH2:35][CH2:34][CH2:33]4)=[O:31])[C:22]=3[CH:21]=[N:20]2)[CH:14]=[CH:15][CH:16]=[CH:17][CH:18]=1. The catalyst class is: 2. (3) Reactant: [CH2:1]([C:3]1[CH:4]=[C:5]([CH:8]=[CH:9][C:10]=1[OH:11])[CH:6]=[O:7])[CH3:2].C([O-])([O-])=O.[K+].[K+].[CH:18](I)([CH3:20])[CH3:19]. Product: [CH2:1]([C:3]1[CH:4]=[C:5]([CH:8]=[CH:9][C:10]=1[O:11][CH:18]([CH3:20])[CH3:19])[CH:6]=[O:7])[CH3:2]. The catalyst class is: 3. (4) Reactant: [Si]([O:8][CH2:9][CH2:10][CH2:11][CH2:12][C:13]([C:36]1[CH:41]=[C:40]([F:42])[CH:39]=[CH:38][C:37]=1[F:43])([CH2:24][CH2:25][CH2:26][CH2:27][O:28][Si](C(C)(C)C)(C)C)[S:14]([C:17]1[CH:22]=[CH:21][C:20]([Cl:23])=[CH:19][CH:18]=1)(=[O:16])=[O:15])(C(C)(C)C)(C)C.[F-].C([N+](CCCC)(CCCC)CCCC)CCC. Product: [Cl:23][C:20]1[CH:21]=[CH:22][C:17]([S:14]([C:13]([C:36]2[CH:41]=[C:40]([F:42])[CH:39]=[CH:38][C:37]=2[F:43])([CH2:12][CH2:11][CH2:10][CH2:9][OH:8])[CH2:24][CH2:25][CH2:26][CH2:27][OH:28])(=[O:16])=[O:15])=[CH:18][CH:19]=1. The catalyst class is: 305.